This data is from NCI-60 drug combinations with 297,098 pairs across 59 cell lines. The task is: Regression. Given two drug SMILES strings and cell line genomic features, predict the synergy score measuring deviation from expected non-interaction effect. Drug 1: CC1=C(C=C(C=C1)C(=O)NC2=CC(=CC(=C2)C(F)(F)F)N3C=C(N=C3)C)NC4=NC=CC(=N4)C5=CN=CC=C5. Drug 2: CC1=C(C(=O)C2=C(C1=O)N3CC4C(C3(C2COC(=O)N)OC)N4)N. Cell line: SK-MEL-5. Synergy scores: CSS=42.6, Synergy_ZIP=0.777, Synergy_Bliss=2.23, Synergy_Loewe=-14.9, Synergy_HSA=3.46.